From a dataset of Reaction yield outcomes from USPTO patents with 853,638 reactions. Predict the reaction yield, written as a fraction of the theoretical maximum amount of product (1.0 means a 100% yield; for example, 0.34 means a 34% yield). (1) The reactants are CS(Cl)(=O)=O.[F:6][C:7]1[CH:12]=[CH:11][C:10]([CH:13]([CH2:18]O)[C:14]([O:16][CH3:17])=[O:15])=[CH:9][CH:8]=1.FC1C=CC(C(=C)C(OC)=O)=CC=1.[CH:33]([NH2:36])([CH3:35])[CH3:34]. The catalyst is C1COCC1.CCOCC.CCOC(C)=O. The product is [F:6][C:7]1[CH:12]=[CH:11][C:10]([CH:13]([CH2:18][NH:36][CH:33]([CH3:35])[CH3:34])[C:14]([O:16][CH3:17])=[O:15])=[CH:9][CH:8]=1. The yield is 0.994. (2) The reactants are [NH2:1][C:2]1[CH:7]=[CH:6][C:5]([OH:8])=[CH:4][CH:3]=1.CC(C)([O-])C.[K+].Cl[C:16]1[CH:21]=[CH:20][N:19]=[C:18]([C:22]([F:25])([F:24])[F:23])[N:17]=1.O. The catalyst is CN(C=O)C. The product is [F:23][C:22]([F:25])([F:24])[C:18]1[N:19]=[C:20]([O:8][C:5]2[CH:6]=[CH:7][C:2]([NH2:1])=[CH:3][CH:4]=2)[CH:21]=[CH:16][N:17]=1. The yield is 0.630. (3) The reactants are Br[C:2]1[CH:3]=[C:4]2[C:9](=[CH:10][C:11]=1[F:12])[O:8][CH2:7][CH2:6][CH:5]2[C:13]([O:15][CH3:16])=[O:14].[CH3:17][N:18]1CCCC1=O. No catalyst specified. The product is [C:17]([C:2]1[CH:3]=[C:4]2[C:9](=[CH:10][C:11]=1[F:12])[O:8][CH2:7][CH2:6][CH:5]2[C:13]([O:15][CH3:16])=[O:14])#[N:18]. The yield is 0.770. (4) The yield is 0.950. The reactants are [Br:1][C:2]1[CH:3]=[CH:4][C:5]([F:9])=[C:6]([OH:8])[CH:7]=1.C(=O)([O-])[O-].[Cs+].[Cs+].[CH:16](Br)([CH3:18])[CH3:17].O. The product is [Br:1][C:2]1[CH:3]=[CH:4][C:5]([F:9])=[C:6]([O:8][CH:16]([CH3:18])[CH3:17])[CH:7]=1. The catalyst is CN(C=O)C. (5) The reactants are [NH2:1][C:2]1[C:3]([NH:21][CH3:22])=[C:4]([NH:8][C:9]([NH:11][C:12]2[C:17]([CH3:18])=[CH:16][C:15]([CH3:19])=[CH:14][C:13]=2[CH3:20])=S)[CH:5]=[CH:6][CH:7]=1. The catalyst is C(#N)C.C(OCC)(=O)C.[Hg](Cl)Cl. The product is [C:13]1([CH3:20])[CH:14]=[C:15]([CH3:19])[CH:16]=[C:17]([CH3:18])[C:12]=1[NH:11][C:9]1[N:21]([CH3:22])[C:3]2[C:2]([NH2:1])=[CH:7][CH:6]=[CH:5][C:4]=2[N:8]=1. The yield is 0.550. (6) The reactants are [NH2:1][C:2]1[CH:7]=[C:6]([O:8][C:9]2[CH:10]=[C:11]([CH:17]=[CH:18][C:19]=2[Cl:20])[C:12]([O:14][CH2:15][CH3:16])=[O:13])[C:5]([Br:21])=[CH:4][N:3]=1.[C:22]([N:30]=[C:31]=[S:32])(=[O:29])[C:23]1[CH:28]=[CH:27][CH:26]=[CH:25][CH:24]=1. The catalyst is C1COCC1. The product is [C:22]([NH:30][C:31](=[S:32])[NH:1][C:2]1[CH:7]=[C:6]([O:8][C:9]2[CH:10]=[C:11]([CH:17]=[CH:18][C:19]=2[Cl:20])[C:12]([O:14][CH2:15][CH3:16])=[O:13])[C:5]([Br:21])=[CH:4][N:3]=1)(=[O:29])[C:23]1[CH:28]=[CH:27][CH:26]=[CH:25][CH:24]=1. The yield is 0.340.